From a dataset of Catalyst prediction with 721,799 reactions and 888 catalyst types from USPTO. Predict which catalyst facilitates the given reaction. (1) Reactant: [F:1][C:2]([F:30])([F:29])[C:3]1[CH:4]=[CH:5][CH:6]=[C:7]2[C:12]=1[N:11]=[CH:10][CH:9]=[C:8]2[O:13][CH2:14][CH2:15][CH2:16][CH2:17][CH2:18][O:19][C:20]1[C:21](=[O:28])[CH:22]=[C:23]([CH2:26][OH:27])[O:24][CH:25]=1.C(N(CC)CC)C.[CH3:38][S:39](Cl)(=[O:41])=[O:40]. Product: [CH3:38][S:39]([O:27][CH2:26][C:23]1[O:24][CH:25]=[C:20]([O:19][CH2:18][CH2:17][CH2:16][CH2:15][CH2:14][O:13][C:8]2[C:7]3[C:12](=[C:3]([C:2]([F:1])([F:29])[F:30])[CH:4]=[CH:5][CH:6]=3)[N:11]=[CH:10][CH:9]=2)[C:21](=[O:28])[CH:22]=1)(=[O:41])=[O:40]. The catalyst class is: 2. (2) Reactant: [O:1]1[CH2:6][CH2:5][N:4]([CH2:7][CH2:8][CH2:9][OH:10])[CH2:3][CH2:2]1.CCN(C(C)C)C(C)C.[S:20](Cl)([CH3:23])(=[O:22])=[O:21]. Product: [CH3:23][S:20]([O:10][CH2:9][CH2:8][CH2:7][N:4]1[CH2:5][CH2:6][O:1][CH2:2][CH2:3]1)(=[O:22])=[O:21]. The catalyst class is: 4. (3) Reactant: [OH:1][C:2]1[C:7]([CH:8]([CH3:10])[CH3:9])=[N:6][N:5]([CH2:11][C:12]2[CH:17]=[CH:16][CH:15]=[CH:14][CH:13]=2)[C:4](=[O:18])[C:3]=1[C:19]([O:21]CC)=O.CC(C)[C:26](=O)[C:27]([O:29]CC)=[O:28].C(O)(=O)C.[N:38]12CCCC=C1CCCCN2.Cl. Product: [OH:1][C:2]1[C:7]([CH:8]([CH3:9])[CH3:10])=[N:6][N:5]([CH2:11][C:12]2[CH:13]=[CH:14][CH:15]=[CH:16][CH:17]=2)[C:4](=[O:18])[C:3]=1[C:19]([NH:38][CH2:26][C:27]([OH:29])=[O:28])=[O:21]. The catalyst class is: 96.